From a dataset of Full USPTO retrosynthesis dataset with 1.9M reactions from patents (1976-2016). Predict the reactants needed to synthesize the given product. (1) The reactants are: [F:1][C:2]1[CH:3]=[N:4][C:5]([O:11][C:12]2[CH:17]=[CH:16][C:15]([F:18])=[CH:14][CH:13]=2)=[C:6]([CH:10]=1)[C:7]([OH:9])=O.[NH2:19][CH2:20][C:21]1[CH:30]=[CH:29][C:24]([C:25]([O:27]C)=[O:26])=[CH:23][C:22]=1[CH3:31]. Given the product [F:1][C:2]1[CH:10]=[C:6]([C:7]([NH:19][CH2:20][C:21]2[CH:30]=[CH:29][C:24]([C:25]([OH:27])=[O:26])=[CH:23][C:22]=2[CH3:31])=[O:9])[C:5]([O:11][C:12]2[CH:17]=[CH:16][C:15]([F:18])=[CH:14][CH:13]=2)=[N:4][CH:3]=1, predict the reactants needed to synthesize it. (2) Given the product [F:1][C:2]1[CH:3]=[CH:4][C:5]([O:6][C:7]2[CH:8]=[C:9]([N:13]([CH2:14][C:15]3[CH:20]=[CH:19][CH:18]=[C:17]([O:21][C:22]([F:26])([F:27])[CH:23]([F:24])[F:25])[CH:16]=3)[CH2:33][CH:32]([OH:34])[C:31]([F:36])([F:35])[F:30])[CH:10]=[CH:11][CH:12]=2)=[CH:28][CH:29]=1, predict the reactants needed to synthesize it. The reactants are: [F:1][C:2]1[CH:29]=[CH:28][C:5]([O:6][C:7]2[CH:8]=[C:9]([NH:13][CH2:14][C:15]3[CH:20]=[CH:19][CH:18]=[C:17]([O:21][C:22]([F:27])([F:26])[CH:23]([F:25])[F:24])[CH:16]=3)[CH:10]=[CH:11][CH:12]=2)=[CH:4][CH:3]=1.[F:30][C:31]([F:36])([F:35])[CH:32]1[O:34][CH2:33]1. (3) Given the product [Br:16][C:17]1[CH:24]=[CH:23][C:20]([C:21]2[O:22][CH:2]=[N:1][C:3]=2[CH2:4][CH3:5])=[CH:19][CH:18]=1, predict the reactants needed to synthesize it. The reactants are: [N+:1]([CH:3](S(C1C=CC(C)=CC=1)(=O)=O)[CH2:4][CH3:5])#[C-:2].[Br:16][C:17]1[CH:24]=[CH:23][C:20]([CH:21]=[O:22])=[CH:19][CH:18]=1.C([O-])([O-])=O.[K+].[K+]. (4) Given the product [C:13]([CH:14]([CH2:2][C:3]([C:5]1[CH:10]=[CH:9][CH:8]=[C:7]([F:11])[CH:6]=1)=[O:4])[C:15]([O:17][CH3:18])=[O:16])(=[O:12])[CH3:19], predict the reactants needed to synthesize it. The reactants are: Br[CH2:2][C:3]([C:5]1[CH:10]=[CH:9][CH:8]=[C:7]([F:11])[CH:6]=1)=[O:4].[O:12]=[C:13]([CH3:19])[CH2:14][C:15]([O:17][CH3:18])=[O:16].N12CCCNC1=NCCC2. (5) Given the product [CH2:17]([O:19][C:20]([C:22]1[CH:23]=[N:24][N:25]([CH3:30])[C:26]=1[C:27](=[O:28])[NH:15][C:13]1[CH:12]=[CH:11][C:10]2[N:9]([N:8]=[C:7]([N:1]3[CH2:6][CH2:5][O:4][CH2:3][CH2:2]3)[N:16]=2)[CH:14]=1)=[O:21])[CH3:18], predict the reactants needed to synthesize it. The reactants are: [N:1]1([C:7]2[N:16]=[C:10]3[CH:11]=[CH:12][C:13]([NH2:15])=[CH:14][N:9]3[N:8]=2)[CH2:6][CH2:5][O:4][CH2:3][CH2:2]1.[CH2:17]([O:19][C:20]([C:22]1[CH:23]=[N:24][N:25]([CH3:30])[C:26]=1[C:27](O)=[O:28])=[O:21])[CH3:18].CCCP(=O)=O.C(OCC)(=O)C.C(N(CC)C(C)C)(C)C. (6) Given the product [Cl:64][C:65]1[CH:66]=[C:67]([NH:75][C:39](=[O:40])[CH2:38][CH2:37][C@@H:36]([C:42]([OH:44])=[O:43])[NH2:35])[CH:68]=[C:69]([CH:74]=1)[C:70]([OH:72])=[O:71], predict the reactants needed to synthesize it. The reactants are: CN(C(ON1N=NC2C=CC=NC1=2)=[N+](C)C)C.F[P-](F)(F)(F)(F)F.C1C=NC2N(O)N=NC=2C=1.[NH:35](C(OC(C)(C)C)=O)[C@H:36]([C:42]([O:44]C(C)(C)C)=[O:43])[CH2:37][CH2:38][C:39](=O)[OH:40].Cl.C(N(CC)CC)C.[Cl:64][C:65]1[CH:66]=[C:67]([NH2:75])[CH:68]=[C:69]([CH:74]=1)[C:70]([O:72]C)=[O:71]. (7) Given the product [C:1]([N:14]([CH2:13][C:12]1[CH:33]=[C:34]([C:36]([F:37])([F:38])[F:39])[CH:35]=[C:10]([C:9]([F:8])([F:40])[F:41])[CH:11]=1)[CH:15]1[CH2:21][CH2:20][CH2:19][N:18]([C:22]([O:24][CH:25]([CH3:27])[CH3:26])=[O:23])[C:17]2[CH:28]=[C:29]([Br:32])[CH:30]=[CH:31][C:16]1=2)(=[O:3])[CH3:2], predict the reactants needed to synthesize it. The reactants are: [C:1](OC(=O)C)(=[O:3])[CH3:2].[F:8][C:9]([F:41])([F:40])[C:10]1[CH:11]=[C:12]([CH:33]=[C:34]([C:36]([F:39])([F:38])[F:37])[CH:35]=1)[CH2:13][NH:14][CH:15]1[CH2:21][CH2:20][CH2:19][N:18]([C:22]([O:24][CH:25]([CH3:27])[CH3:26])=[O:23])[C:17]2[CH:28]=[C:29]([Br:32])[CH:30]=[CH:31][C:16]1=2.N1C=CC=CC=1.